Task: Predict which catalyst facilitates the given reaction.. Dataset: Catalyst prediction with 721,799 reactions and 888 catalyst types from USPTO (1) Reactant: C12([C:11]3[CH:12]=[C:13]([Br:18])[CH:14]=[CH:15][C:16]=3O)CC3CC(CC(C3)C1)C2.C(N(CC)CC)C.[Si:26](Cl)([C:29]([CH3:32])([CH3:31])[CH3:30])([CH3:28])[CH3:27].[OH2:34]. Product: [Si:26]([O:34][C:14]1[CH:15]=[CH:16][CH:11]=[CH:12][C:13]=1[Br:18])([C:29]([CH3:32])([CH3:31])[CH3:30])([CH3:28])[CH3:27]. The catalyst class is: 241. (2) Reactant: [NH2:1][C:2]1[CH:3]=[CH:4][C:5]([CH3:22])=[C:6]([NH:8][C:9]([C:11]2[CH:12]=[C:13]3[C:18](=[CH:19][CH:20]=2)[N:17]=[CH:16][NH:15][C:14]3=[O:21])=[O:10])[CH:7]=1. Product: [NH2:1][C:2]1[CH:3]=[CH:4][C:5]([CH3:22])=[C:6]([NH:8][C:9]([C:11]2[CH:12]=[C:13]3[C:18](=[CH:19][CH:20]=2)[NH:17][CH2:16][NH:15][C:14]3=[O:21])=[O:10])[CH:7]=1. The catalyst class is: 19. (3) Reactant: [Br:1][C:2]1[CH:7]=[CH:6][C:5]([CH2:8][C:9]([C:27]2[CH:32]=[CH:31][C:30]([F:33])=[C:29]([C:34]([F:37])([F:36])[F:35])[CH:28]=2)([C:13]2[CH:18]=[C:17]([O:19][C:20]([F:25])([F:24])[CH:21]([F:23])[F:22])[CH:16]=[C:15]([F:26])[CH:14]=2)C(O)=O)=[CH:4][CH:3]=1.ClC(OCC)=O.[N-:44]=[N+]=[N-].[Na+].CC([O-])(C)C.[K+].CC(O)(C)C. Product: [Br:1][C:2]1[CH:7]=[CH:6][C:5]([CH2:8][C:9]([C:27]2[CH:32]=[CH:31][C:30]([F:33])=[C:29]([C:34]([F:37])([F:36])[F:35])[CH:28]=2)([C:13]2[CH:18]=[C:17]([O:19][C:20]([F:25])([F:24])[CH:21]([F:23])[F:22])[CH:16]=[C:15]([F:26])[CH:14]=2)[NH2:44])=[CH:4][CH:3]=1. The catalyst class is: 21. (4) Reactant: Br[C:2]1[CH:16]=[CH:15][C:5]([O:6][CH:7]2[CH2:12][CH2:11][N:10]([CH:13]=[O:14])[CH2:9][CH2:8]2)=[C:4]([O:17][CH3:18])[CH:3]=1.[B:19]1([B:19]2[O:23][C:22]([CH3:25])([CH3:24])[C:21]([CH3:27])([CH3:26])[O:20]2)[O:23][C:22]([CH3:25])([CH3:24])[C:21]([CH3:27])([CH3:26])[O:20]1.CC([O-])=O.[K+]. Product: [CH3:18][O:17][C:4]1[CH:3]=[C:2]([B:19]2[O:23][C:22]([CH3:25])([CH3:24])[C:21]([CH3:27])([CH3:26])[O:20]2)[CH:16]=[CH:15][C:5]=1[O:6][CH:7]1[CH2:12][CH2:11][N:10]([CH:13]=[O:14])[CH2:9][CH2:8]1. The catalyst class is: 3. (5) Reactant: [C:1]([O:5][C:6]([N:8]([C:38]([O:40][C:41]([CH3:44])([CH3:43])[CH3:42])=[O:39])[C:9]1[C:10]([C:17]2[O:21][C:20]([C:22]3[CH:27]=[CH:26][C:25]([CH2:28][N:29]([CH3:37])[C:30](=[O:36])[O:31][C:32]([CH3:35])([CH3:34])[CH3:33])=[CH:24][CH:23]=3)=[N:19][N:18]=2)=[N:11][C:12]([CH:15]=[CH2:16])=[CH:13][N:14]=1)=[O:7])([CH3:4])([CH3:3])[CH3:2].[N+](=[CH:47][C:48]([O:50][CH2:51][CH3:52])=[O:49])=[N-]. Product: [C:41]([O:40][C:38]([N:8]([C:6]([O:5][C:1]([CH3:2])([CH3:4])[CH3:3])=[O:7])[C:9]1[N:14]=[CH:13][C:12]([CH:15]2[CH2:16][CH:47]2[C:48]([O:50][CH2:51][CH3:52])=[O:49])=[N:11][C:10]=1[C:17]1[O:21][C:20]([C:22]2[CH:27]=[CH:26][C:25]([CH2:28][N:29]([C:30]([O:31][C:32]([CH3:33])([CH3:34])[CH3:35])=[O:36])[CH3:37])=[CH:24][CH:23]=2)=[N:19][N:18]=1)=[O:39])([CH3:44])([CH3:42])[CH3:43]. The catalyst class is: 11.